Dataset: Forward reaction prediction with 1.9M reactions from USPTO patents (1976-2016). Task: Predict the product of the given reaction. (1) Given the reactants [Br:1][C:2]1[CH:3]=[C:4]([CH2:28][CH:29]([OH:34])[C:30]([O:32]C)=[O:31])[CH:5]=[C:6]([Br:27])[C:7]=1[O:8][C:9]1[CH:14]=[C:13](/[CH:15]=[CH:16]/[C:17]2[CH:22]=[CH:21][N:20]=[CH:19][CH:18]=2)[C:12]([OH:23])=[C:11]([CH:24]([CH3:26])[CH3:25])[CH:10]=1.[OH-].[Li+], predict the reaction product. The product is: [Br:1][C:2]1[CH:3]=[C:4]([CH2:28][CH:29]([OH:34])[C:30]([OH:32])=[O:31])[CH:5]=[C:6]([Br:27])[C:7]=1[O:8][C:9]1[CH:14]=[C:13](/[CH:15]=[CH:16]/[C:17]2[CH:18]=[CH:19][N:20]=[CH:21][CH:22]=2)[C:12]([OH:23])=[C:11]([CH:24]([CH3:25])[CH3:26])[CH:10]=1. (2) Given the reactants ClC(OCC)=O.[C:7]([O:11][C:12]([NH:14][C@@H:15]([CH2:19][C:20]1[CH:25]=[CH:24][CH:23]=[CH:22][CH:21]=1)[C:16]([OH:18])=O)=[O:13])([CH3:10])([CH3:9])[CH3:8].CCN(C(C)C)C(C)C.[NH2:35][CH2:36][C:37](=[C:39]1[CH2:44][CH2:43][CH2:42][N:41]([C:45]2[C:54]([O:55][CH3:56])=[C:53]3[C:48]([C:49](=[O:63])[C:50]([C:60]([OH:62])=[O:61])=[CH:51][N:52]3[CH:57]3[CH2:59][CH2:58]3)=[CH:47][C:46]=2[F:64])[CH2:40]1)[F:38], predict the reaction product. The product is: [C:7]([O:11][C:12]([NH:14][C@@H:15]([CH2:19][C:20]1[CH:25]=[CH:24][CH:23]=[CH:22][CH:21]=1)[C:16]([NH:35][CH2:36][C:37](=[C:39]1[CH2:44][CH2:43][CH2:42][N:41]([C:45]2[C:54]([O:55][CH3:56])=[C:53]3[C:48]([C:49](=[O:63])[C:50]([C:60]([OH:62])=[O:61])=[CH:51][N:52]3[CH:57]3[CH2:59][CH2:58]3)=[CH:47][C:46]=2[F:64])[CH2:40]1)[F:38])=[O:18])=[O:13])([CH3:8])([CH3:9])[CH3:10]. (3) Given the reactants C([NH:5][S:6]([C:9]1[C:14]([O:15][CH3:16])=[CH:13][CH:12]=[CH:11][C:10]=1[I:17])(=[O:8])=[O:7])(C)(C)C, predict the reaction product. The product is: [I:17][C:10]1[CH:11]=[CH:12][CH:13]=[C:14]([O:15][CH3:16])[C:9]=1[S:6]([NH2:5])(=[O:8])=[O:7].